Task: Regression. Given two drug SMILES strings and cell line genomic features, predict the synergy score measuring deviation from expected non-interaction effect.. Dataset: NCI-60 drug combinations with 297,098 pairs across 59 cell lines (1) Drug 1: CC1=C2C(C(=O)C3(C(CC4C(C3C(C(C2(C)C)(CC1OC(=O)C(C(C5=CC=CC=C5)NC(=O)OC(C)(C)C)O)O)OC(=O)C6=CC=CC=C6)(CO4)OC(=O)C)O)C)O. Drug 2: C(CN)CNCCSP(=O)(O)O. Cell line: A549. Synergy scores: CSS=0.326, Synergy_ZIP=0.130, Synergy_Bliss=-0.927, Synergy_Loewe=1.96, Synergy_HSA=-1.43. (2) Drug 1: CC1C(C(CC(O1)OC2CC(CC3=C2C(=C4C(=C3O)C(=O)C5=C(C4=O)C(=CC=C5)OC)O)(C(=O)CO)O)N)O.Cl. Drug 2: C1C(C(OC1N2C=NC3=C2NC=NCC3O)CO)O. Cell line: SNB-19. Synergy scores: CSS=-3.08, Synergy_ZIP=4.21, Synergy_Bliss=5.56, Synergy_Loewe=-1.61, Synergy_HSA=-1.05.